The task is: Predict the reaction yield, written as a fraction of the theoretical maximum amount of product (1.0 means a 100% yield; for example, 0.34 means a 34% yield).. This data is from Reaction yield outcomes from USPTO patents with 853,638 reactions. (1) The reactants are [Na].[Cl:2][C:3]1[N:4]=[N:5][C:6](Cl)=[CH:7][CH:8]=1.[CH2:10]([OH:17])[C:11]1[CH:16]=[CH:15][CH:14]=[CH:13][CH:12]=1. No catalyst specified. The product is [CH2:10]([O:17][C:6]1[N:5]=[N:4][C:3]([Cl:2])=[CH:8][CH:7]=1)[C:11]1[CH:16]=[CH:15][CH:14]=[CH:13][CH:12]=1. The yield is 0.900. (2) The reactants are O.[CH3:2][C:3]1[N:4]=[C:5]([C@H:8]2[CH2:12][CH2:11][CH2:10][N:9]2[C:13]([C:15]2[CH:16]=[C:17]([CH:21]=[CH:22][CH:23]=2)[C:18](O)=[O:19])=[O:14])[S:6][CH:7]=1.CCN=C=NCCCN(C)C.Cl.[NH2:36][C@@H:37]([CH2:60][C:61]1[CH:66]=[CH:65][CH:64]=[CH:63][CH:62]=1)[C@@H:38]([CH:40]1[CH2:44][C@@H:43]([O:45][CH2:46][C:47]2[CH:52]=[CH:51][CH:50]=[CH:49][CH:48]=2)[CH2:42][N:41]1[C:53]([O:55][C:56]([CH3:59])([CH3:58])[CH3:57])=[O:54])[OH:39].CCN(C(C)C)C(C)C. The catalyst is C(Cl)Cl. The product is [CH2:46]([O:45][C@H:43]1[CH2:42][N:41]([C:53]([O:55][C:56]([CH3:57])([CH3:58])[CH3:59])=[O:54])[C@@H:40]([C@@H:38]([OH:39])[C@@H:37]([NH:36][C:18](=[O:19])[C:17]2[CH:21]=[CH:22][CH:23]=[C:15]([C:13]([N:9]3[CH2:10][CH2:11][CH2:12][C@@H:8]3[C:5]3[S:6][CH:7]=[C:3]([CH3:2])[N:4]=3)=[O:14])[CH:16]=2)[CH2:60][C:61]2[CH:62]=[CH:63][CH:64]=[CH:65][CH:66]=2)[CH2:44]1)[C:47]1[CH:52]=[CH:51][CH:50]=[CH:49][CH:48]=1. The yield is 0.810. (3) The reactants are [Cl:1][C:2]1[CH:3]=[CH:4][C:5]([OH:10])=[C:6]([CH:9]=1)[CH:7]=[O:8].C([O-])([O-])=O.[K+].[K+].[C:17]([O:21][C:22]([N:24]1[CH2:29][CH2:28][CH:27](OS(C)(=O)=O)[CH2:26][CH2:25]1)=[O:23])([CH3:20])([CH3:19])[CH3:18]. The catalyst is CN(C=O)C. The product is [C:17]([O:21][C:22]([N:24]1[CH2:29][CH2:28][CH:27]([O:10][C:5]2[CH:4]=[CH:3][C:2]([Cl:1])=[CH:9][C:6]=2[CH:7]=[O:8])[CH2:26][CH2:25]1)=[O:23])([CH3:20])([CH3:18])[CH3:19]. The yield is 0.780. (4) The reactants are C([O:3][C:4](=[O:17])[C:5]([CH3:16])([S:7]([CH:10]1[CH2:15][CH2:14][O:13][CH2:12][CH2:11]1)(=[O:9])=[O:8])[CH3:6])C.[OH-].[Na+]. The catalyst is O1CCOCC1.O. The product is [CH3:16][C:5]([S:7]([CH:10]1[CH2:11][CH2:12][O:13][CH2:14][CH2:15]1)(=[O:8])=[O:9])([CH3:6])[C:4]([OH:17])=[O:3]. The yield is 0.830. (5) The reactants are [CH2:1]([C@@H:4]1[CH2:9][C@H:8]([C:10]2[CH:15]=[CH:14][CH:13]=[C:12]([Cl:16])[CH:11]=2)[C@@H:7]([C:17]2[CH:22]=[CH:21][C:20]([Cl:23])=[CH:19][CH:18]=2)[NH:6][C:5]1=[O:24])[CH:2]=[CH2:3].Br[CH:26]([CH2:29][CH3:30])[CH2:27][CH3:28].[H-].[Na+]. No catalyst specified. The product is [CH2:1]([C@@H:4]1[CH2:9][C@H:8]([C:10]2[CH:15]=[CH:14][CH:13]=[C:12]([Cl:16])[CH:11]=2)[C@@H:7]([C:17]2[CH:22]=[CH:21][C:20]([Cl:23])=[CH:19][CH:18]=2)[N:6]([CH:26]([CH2:29][CH3:30])[CH2:27][CH3:28])[C:5]1=[O:24])[CH:2]=[CH2:3]. The yield is 0.710. (6) The reactants are Br[C:2]1[CH:3]=[CH:4][C:5]2[N:9]=[CH:8][N:7]([C:10]3[CH:17]=[CH:16][C:13]([C:14]#[N:15])=[CH:12][CH:11]=3)[C:6]=2[CH:18]=1.[CH2:19]([O:21][C:22]([C:24]1[CH:29]=[CH:28][C:27](B(O)O)=[CH:26][CH:25]=1)=[O:23])[CH3:20].[O-]P([O-])([O-])=O.[K+].[K+].[K+]. The catalyst is O1CCOCC1.O.CCOC(C)=O.C1C=CC([P]([Pd]([P](C2C=CC=CC=2)(C2C=CC=CC=2)C2C=CC=CC=2)([P](C2C=CC=CC=2)(C2C=CC=CC=2)C2C=CC=CC=2)[P](C2C=CC=CC=2)(C2C=CC=CC=2)C2C=CC=CC=2)(C2C=CC=CC=2)C2C=CC=CC=2)=CC=1. The product is [C:14]([C:13]1[CH:16]=[CH:17][C:10]([N:7]2[C:6]3[CH:18]=[C:2]([C:27]4[CH:28]=[CH:29][C:24]([C:22]([O:21][CH2:19][CH3:20])=[O:23])=[CH:25][CH:26]=4)[CH:3]=[CH:4][C:5]=3[N:9]=[CH:8]2)=[CH:11][CH:12]=1)#[N:15]. The yield is 0.650. (7) The reactants are [C:1]([C@@:9]([CH2:41][OH:42])([OH:40])[C@:10]([C:32](=[O:39])[C:33]1[CH:38]=[CH:37][CH:36]=[CH:35][CH:34]=1)([OH:31])[C@:11]([C:23](=[O:30])[C:24]1[CH:29]=[CH:28][CH:27]=[CH:26][CH:25]=1)([OH:22])[C:12](C(=O)C1C=CC=CC=1)=[O:13])(=[O:8])[C:2]1[CH:7]=[CH:6][CH:5]=[CH:4][CH:3]=1.[BrH:43].CC(O)=O. The catalyst is ClCCl. The product is [Br:43][C:12]([C@:11]([C:23](=[O:30])[C:24]1[CH:25]=[CH:26][CH:27]=[CH:28][CH:29]=1)([C@:10]([C:32](=[O:39])[C:33]1[CH:38]=[CH:37][CH:36]=[CH:35][CH:34]=1)([C@:9]([C:1](=[O:8])[C:2]1[CH:7]=[CH:6][CH:5]=[CH:4][CH:3]=1)([CH2:41][OH:42])[OH:40])[OH:31])[OH:22])=[O:13]. The yield is 0.840. (8) The reactants are [C:1]([O:5][C:6]([NH:8][C@:9]([CH3:40])([CH2:20][CH2:21][C:22]1[N:23]([CH3:39])[C:24]([C:27](=[O:38])[CH2:28][CH2:29][CH2:30][CH2:31][C:32]2[CH:37]=[CH:36][CH:35]=[CH:34][CH:33]=2)=[CH:25][CH:26]=1)[CH:10]=[CH:11][P:12](=[O:19])([O:16][CH2:17][CH3:18])[O:13][CH2:14][CH3:15])=[O:7])([CH3:4])([CH3:3])[CH3:2]. The catalyst is C(O)C.C1C=CC(P(C2C=CC=CC=2)C2C=CC=CC=2)=CC=1.C1C=CC(P(C2C=CC=CC=2)C2C=CC=CC=2)=CC=1.C1C=CC(P(C2C=CC=CC=2)C2C=CC=CC=2)=CC=1.[Cl-].[Rh]. The product is [C:1]([O:5][C:6]([NH:8][C@:9]([CH3:40])([CH2:20][CH2:21][C:22]1[N:23]([CH3:39])[C:24]([C:27](=[O:38])[CH2:28][CH2:29][CH2:30][CH2:31][C:32]2[CH:37]=[CH:36][CH:35]=[CH:34][CH:33]=2)=[CH:25][CH:26]=1)[CH2:10][CH2:11][P:12](=[O:19])([O:13][CH2:14][CH3:15])[O:16][CH2:17][CH3:18])=[O:7])([CH3:2])([CH3:3])[CH3:4]. The yield is 0.800.